This data is from Peptide-MHC class I binding affinity with 185,985 pairs from IEDB/IMGT. The task is: Regression. Given a peptide amino acid sequence and an MHC pseudo amino acid sequence, predict their binding affinity value. This is MHC class I binding data. (1) The peptide sequence is LMARRARSL. The MHC is HLA-A29:02 with pseudo-sequence HLA-A29:02. The binding affinity (normalized) is 0.213. (2) The peptide sequence is ASDPSFPDI. The MHC is HLA-B27:05 with pseudo-sequence HLA-B27:05. The binding affinity (normalized) is 0.0847. (3) The peptide sequence is REMGIVDLL. The MHC is HLA-B15:17 with pseudo-sequence HLA-B15:17. The binding affinity (normalized) is 0.0847. (4) The peptide sequence is RLQPQVGWEV. The MHC is HLA-A02:01 with pseudo-sequence HLA-A02:01. The binding affinity (normalized) is 0.521. (5) The peptide sequence is GSVNVVYTF. The MHC is Mamu-A11 with pseudo-sequence Mamu-A11. The binding affinity (normalized) is 0.379. (6) The peptide sequence is SYMSTFPLF. The MHC is HLA-A24:02 with pseudo-sequence HLA-A24:02. The binding affinity (normalized) is 1.00. (7) The peptide sequence is EISGLRPGE. The MHC is HLA-A11:01 with pseudo-sequence HLA-A11:01. The binding affinity (normalized) is 0.0847.